Dataset: Forward reaction prediction with 1.9M reactions from USPTO patents (1976-2016). Task: Predict the product of the given reaction. Given the reactants C(O[C:4]1[S:5][C:6]2[C:14]([N+:15]([O-:17])=[O:16])=[CH:13][C:12]([C:18]([F:21])([F:20])[F:19])=[CH:11][C:7]=2[C:8](=[O:10])[N:9]=1)C.[CH2:22]([NH2:29])[C:23]1[CH:28]=[CH:27][CH:26]=[CH:25][CH:24]=1, predict the reaction product. The product is: [CH2:22]([NH:29][C:4]1[S:5][C:6]2[C:14]([N+:15]([O-:17])=[O:16])=[CH:13][C:12]([C:18]([F:19])([F:20])[F:21])=[CH:11][C:7]=2[C:8](=[O:10])[N:9]=1)[C:23]1[CH:28]=[CH:27][CH:26]=[CH:25][CH:24]=1.